This data is from Full USPTO retrosynthesis dataset with 1.9M reactions from patents (1976-2016). The task is: Predict the reactants needed to synthesize the given product. (1) Given the product [CH2:3]([O:5][C:6](=[O:12])[CH2:7][NH:8][CH2:9][CH2:10][NH:11][S:29]([C:21]1[S:20][C:24]2[CH:25]=[CH:26][CH:27]=[CH:28][C:23]=2[N:22]=1)(=[O:30])=[O:31])[CH3:4], predict the reactants needed to synthesize it. The reactants are: Cl.Cl.[CH2:3]([O:5][C:6](=[O:12])[CH2:7][NH:8][CH2:9][CH2:10][NH2:11])[CH3:4].C(N(CC)CC)C.[S:20]1[C:24]2[CH:25]=[CH:26][CH:27]=[CH:28][C:23]=2[N:22]=[C:21]1[S:29](Cl)(=[O:31])=[O:30]. (2) Given the product [OH:33][CH:32]([C:28]1[CH:29]=[C:30]2[C:25](=[CH:26][CH:27]=1)[N:24]=[CH:23][C:22]([O:21][CH3:20])=[N:31]2)[C:2]1[CH:7]=[CH:6][C:5]([NH:8][C:9](=[O:14])[C:10]([CH3:13])([CH3:12])[CH3:11])=[CH:4][CH:3]=1, predict the reactants needed to synthesize it. The reactants are: Br[C:2]1[CH:7]=[CH:6][C:5]([NH:8][C:9](=[O:14])[C:10]([CH3:13])([CH3:12])[CH3:11])=[CH:4][CH:3]=1.[Li]CCCC.[CH3:20][O:21][C:22]1[CH:23]=[N:24][C:25]2[C:30]([N:31]=1)=[CH:29][C:28]([CH:32]=[O:33])=[CH:27][CH:26]=2.